This data is from Forward reaction prediction with 1.9M reactions from USPTO patents (1976-2016). The task is: Predict the product of the given reaction. (1) Given the reactants [Cl:1][C:2]1[CH:3]=[CH:4][C:5]2[C:14]3[N:13]=[C:12]([CH3:15])[CH:11]=[CH:10][C:9]=3[C:8]([NH2:16])=[N:7][C:6]=2[CH:17]=1.CNCCNC.C(=O)([O-])[O-].[Cs+].[Cs+].I[C:31]1[CH:36]=[CH:35][CH:34]=[CH:33][C:32]=1I, predict the reaction product. The product is: [Cl:1][C:2]1[CH:3]=[CH:4][C:5]2[C:14]3[N:13]=[C:12]([CH3:15])[CH:11]=[CH:10][C:9]=3[C:8]3=[N:16][C:31]4[CH:36]=[CH:35][CH:34]=[CH:33][C:32]=4[N:7]3[C:6]=2[CH:17]=1. (2) Given the reactants [CH2:1]([O:3][C:4]([C:6]1[C:7]([O:25][C:26](=[O:28])[CH3:27])=[C:8]2[C:16](Br)=[CH:15][N:14]([CH2:18][C:19]3[CH:24]=[CH:23][CH:22]=[CH:21][CH:20]=3)[C:9]2=[C:10]([C:12]#[N:13])[N:11]=1)=[O:5])[CH3:2].[CH3:29][Sn](C)(C)C, predict the reaction product. The product is: [CH2:1]([O:3][C:4]([C:6]1[C:7]([O:25][C:26](=[O:28])[CH3:27])=[C:8]2[C:16]([CH3:29])=[CH:15][N:14]([CH2:18][C:19]3[CH:24]=[CH:23][CH:22]=[CH:21][CH:20]=3)[C:9]2=[C:10]([C:12]#[N:13])[N:11]=1)=[O:5])[CH3:2]. (3) Given the reactants [C:1]([N:8]1[CH2:13][CH2:12][CH2:11][C@@H:10]([OH:14])[CH2:9]1)([O:3][C:4]([CH3:7])([CH3:6])[CH3:5])=[O:2].[CH3:15][S:16](O[S:16]([CH3:15])(=[O:18])=[O:17])(=[O:18])=[O:17], predict the reaction product. The product is: [C:1]([N:8]1[CH2:13][CH2:12][CH2:11][C@@H:10]([O:14][S:16]([CH3:15])(=[O:18])=[O:17])[CH2:9]1)([O:3][C:4]([CH3:7])([CH3:6])[CH3:5])=[O:2]. (4) Given the reactants Cl[C:2]1[C:11]([CH3:12])=[C:10]([Cl:13])[C:9]2[C:4](=[CH:5][C:6]([F:15])=[CH:7][C:8]=2[F:14])[N:3]=1.C[C:17]1[C:22](B2OC(C)(C)C(C)(C)O2)=[CH:21][CH:20]=[CH:19][N:18]=1.C(=O)([O-])[O-].[K+].[K+], predict the reaction product. The product is: [Cl:13][C:10]1[C:9]2[C:4](=[CH:5][C:6]([F:15])=[CH:7][C:8]=2[F:14])[N:3]=[C:2]([C:11]2[CH:2]=[N:3][C:4]([N:18]3[CH2:17][CH2:22][CH2:21][CH2:20][CH2:19]3)=[CH:9][CH:10]=2)[C:11]=1[CH3:12]. (5) Given the reactants CS([Cl:5])(=O)=O.C(N1CCNCC1)=O.C([N:16]1[CH2:21][CH2:20][N:19]([S:22]([CH3:25])(=[O:24])=[O:23])[CH2:18][CH2:17]1)=O.Cl, predict the reaction product. The product is: [ClH:5].[CH3:25][S:22]([N:19]1[CH2:20][CH2:21][NH:16][CH2:17][CH2:18]1)(=[O:24])=[O:23]. (6) Given the reactants [CH3:1][O:2][C:3]1[CH:4]=[C:5]2[C:10](=[CH:11][C:12]=1[O:13][CH2:14][CH2:15][O:16][CH3:17])[N:9]=[CH:8][NH:7][C:6]2=O.O=P(Cl)(Cl)[Cl:21], predict the reaction product. The product is: [Cl:21][C:6]1[C:5]2[C:10](=[CH:11][C:12]([O:13][CH2:14][CH2:15][O:16][CH3:17])=[C:3]([O:2][CH3:1])[CH:4]=2)[N:9]=[CH:8][N:7]=1. (7) Given the reactants C[O:2][C:3]1[CH:4]=[C:5]([S:9][C:10]2[CH:26]=[CH:25][C:13]3[S:14][C:15]([C:18]4[CH:23]=[CH:22][N:21]=[C:20]([NH2:24])[N:19]=4)=[C:16]([CH3:17])[C:12]=3[CH:11]=2)[CH:6]=[CH:7][CH:8]=1.C(Cl)Cl.B(Br)(Br)Br, predict the reaction product. The product is: [NH2:24][C:20]1[N:19]=[C:18]([C:15]2[S:14][C:13]3[CH:25]=[CH:26][C:10]([S:9][C:5]4[CH:4]=[C:3]([OH:2])[CH:8]=[CH:7][CH:6]=4)=[CH:11][C:12]=3[C:16]=2[CH3:17])[CH:23]=[CH:22][N:21]=1.